Predict which catalyst facilitates the given reaction. From a dataset of Catalyst prediction with 721,799 reactions and 888 catalyst types from USPTO. (1) The catalyst class is: 851. Product: [OH:28][CH2:27][C@H:16]([NH:15][C:7](=[O:9])[C:6]1[CH:10]=[C:2]([I:1])[CH:3]=[CH:4][C:5]=1[O:11][CH:12]([CH3:14])[CH3:13])[CH2:17][C:18]1[C:26]2[C:21](=[CH:22][CH:23]=[CH:24][CH:25]=2)[NH:20][CH:19]=1. Reactant: [I:1][C:2]1[CH:3]=[CH:4][C:5]([O:11][CH:12]([CH3:14])[CH3:13])=[C:6]([CH:10]=1)[C:7]([OH:9])=O.[NH2:15][C@@H:16]([CH2:27][OH:28])[CH2:17][C:18]1[C:26]2[C:21](=[CH:22][CH:23]=[CH:24][CH:25]=2)[NH:20][CH:19]=1.CCN=C=NCCCN(C)C.C1C=C2N=NN(O)C2=CC=1.O. (2) Reactant: [CH:1]1([C:4]2[CH:8]=[CH:7][NH:6][N:5]=2)[CH2:3][CH2:2]1.[H-].[Na+].[Cl:11][C:12]1[CH:13]=[C:14]([NH:19][C:20]2[N:25]=[C:24](S(C)(=O)=O)[C:23]([C:30]3[CH:31]=[C:32](/[CH:36]=[CH:37]/[C:38]([O:40]CC)=[O:39])[CH:33]=[CH:34][CH:35]=3)=[CH:22][N:21]=2)[CH:15]=[CH:16][C:17]=1[F:18].CO. Product: [Cl:11][C:12]1[CH:13]=[C:14]([NH:19][C:20]2[N:21]=[C:22]([N:6]3[CH:7]=[CH:8][C:4]([CH:1]4[CH2:3][CH2:2]4)=[N:5]3)[C:23]([C:30]3[CH:31]=[C:32](/[CH:36]=[CH:37]/[C:38]([OH:40])=[O:39])[CH:33]=[CH:34][CH:35]=3)=[CH:24][N:25]=2)[CH:15]=[CH:16][C:17]=1[F:18]. The catalyst class is: 20. (3) Reactant: [O:1]1[CH:6]=[CH:5][CH2:4][CH2:3][CH2:2]1.C1(C)C=CC(S([O-])(=O)=O)=CC=1.[NH+]1C=CC=CC=1.[CH2:24]([O:31][C:32]([NH:34][CH2:35][CH2:36][CH2:37][C@@H:38]([NH:41][C:42](=[O:70])[CH2:43][C@H:44]([O:56][C:57](=[O:69])[CH2:58][CH2:59][CH2:60][CH2:61][CH2:62][CH2:63][CH2:64][CH2:65][CH2:66][CH2:67][CH3:68])[CH2:45][CH2:46][CH2:47][CH2:48][CH2:49][CH2:50][CH2:51][CH2:52][CH2:53][CH2:54][CH3:55])[CH2:39][OH:40])=[O:33])[C:25]1[CH:30]=[CH:29][CH:28]=[CH:27][CH:26]=1. Product: [CH2:24]([O:31][C:32]([NH:34][CH2:35][CH2:36][CH2:37][C@@H:38]([NH:41][C:42](=[O:70])[CH2:43][C@H:44]([O:56][C:57](=[O:69])[CH2:58][CH2:59][CH2:60][CH2:61][CH2:62][CH2:63][CH2:64][CH2:65][CH2:66][CH2:67][CH3:68])[CH2:45][CH2:46][CH2:47][CH2:48][CH2:49][CH2:50][CH2:51][CH2:52][CH2:53][CH2:54][CH3:55])[CH2:39][O:40][CH:6]1[CH2:5][CH2:4][CH2:3][CH2:2][O:1]1)=[O:33])[C:25]1[CH:26]=[CH:27][CH:28]=[CH:29][CH:30]=1. The catalyst class is: 2. (4) Reactant: Cl[C:2]1[CH:7]=[CH:6][N+:5]([O-:8])=[CH:4][CH:3]=1.[CH3:9][O:10][C:11]1[CH:16]=[C:15]([Cl:17])[CH:14]=[CH:13][C:12]=1B(O)O.C([O-])([O-])=O.[K+].[K+]. Product: [Cl:17][C:15]1[CH:14]=[CH:13][C:12]([C:2]2[CH:7]=[CH:6][N+:5]([O-:8])=[CH:4][CH:3]=2)=[C:11]([O:10][CH3:9])[CH:16]=1. The catalyst class is: 418. (5) Reactant: [C:1]([CH:3]([CH:7]1[C:11]([Cl:12])=[C:10](Cl)C(=O)O1)[C:4]([NH2:6])=[O:5])#[N:2].Cl.[Cl:16][C:17]1[CH:18]=[CH:19][C:20]([S:25]([CH3:27])=[O:26])=[C:21]([CH2:23][NH2:24])[CH:22]=1.C(=O)([O-])[O-].[K+].[K+].[OH-].[Na+]. Product: [ClH:12].[Cl:12][C:11]1[CH:7]=[C:3]([C:4]([NH2:6])=[O:5])[C:1](=[NH:2])[N:24]([CH2:23][C:21]2[CH:22]=[C:17]([Cl:16])[CH:18]=[CH:19][C:20]=2[S:25]([CH3:27])=[O:26])[CH:10]=1. The catalyst class is: 8. (6) The catalyst class is: 54. Product: [CH2:1]([N:8]1[C:9]([CH3:13])([CH3:10])[CH2:12][O:28][C:15]2([CH2:16][CH2:17][N:18]([C:21]([O:23][C:24]([CH3:25])([CH3:26])[CH3:27])=[O:22])[CH2:19][CH2:20]2)[CH2:14]1)[C:2]1[CH:7]=[CH:6][CH:5]=[CH:4][CH:3]=1. Reactant: [CH2:1]([N:8]([CH2:14][C:15]1([OH:28])[CH2:20][CH2:19][N:18]([C:21]([O:23][C:24]([CH3:27])([CH3:26])[CH3:25])=[O:22])[CH2:17][CH2:16]1)[C:9]([CH3:13])([CH3:12])[CH2:10]O)[C:2]1[CH:7]=[CH:6][CH:5]=[CH:4][CH:3]=1.C(N(CC)C(C)C)(C)C.CS(OS(C)(=O)=O)(=O)=O. (7) Reactant: [Cl:1][CH2:2][CH2:3][O:4][C:5]1[CH:10]=[CH:9][CH:8]=[CH:7][CH:6]=1.[CH3:11][O:12][C:13]1[CH:21]=[CH:20][C:16]([C:17](Cl)=[O:18])=[CH:15][CH:14]=1.[Al+3].[Cl-].[Cl-].[Cl-]. Product: [Cl:1][CH2:2][CH2:3][O:4][C:5]1[CH:10]=[CH:9][C:8]([C:17]([C:16]2[CH:20]=[CH:21][C:13]([O:12][CH3:11])=[CH:14][CH:15]=2)=[O:18])=[CH:7][CH:6]=1. The catalyst class is: 2.